This data is from Reaction yield outcomes from USPTO patents with 853,638 reactions. The task is: Predict the reaction yield, written as a fraction of the theoretical maximum amount of product (1.0 means a 100% yield; for example, 0.34 means a 34% yield). (1) The reactants are CN1[CH2:6][CH2:5][N:4]([C:7]2N(C)C=CN=2)[C:3]1=[O:13].[O-]P([O-])([O-])=O.[K+].[K+].[K+].I[C:23]1[CH:24]=[C:25]([CH3:30])[CH:26]=C(C)[CH:28]=1.CNC=O.CCCCCCCCCCCC. The catalyst is C(OCC)(=O)C.[Cu]I.C1(C)C=CC=CC=1. The product is [CH3:30][C:25]1[CH:26]=[C:5]([N:4]([CH3:7])[CH:3]=[O:13])[CH:6]=[C:23]([CH3:28])[CH:24]=1. The yield is 0.540. (2) The reactants are [H-].[Al+3].[Li+].[H-].[H-].[H-].[CH3:7][N:8]1[C:12]2[CH:13]=[CH:14][C:15]([C:17](OCC)=[O:18])=[CH:16][C:11]=2[N:10]=[CH:9]1.C(=O)(O)[O-].[Na+]. The catalyst is O1CCCC1. The product is [CH3:7][N:8]1[C:12]2[CH:13]=[CH:14][C:15]([CH2:17][OH:18])=[CH:16][C:11]=2[N:10]=[CH:9]1. The yield is 0.550. (3) The reactants are [CH2:1](OC1C(Br)=CC=C2C=1N=C(C(O)=O)C=C2)[C:2]1[CH:7]=[CH:6][CH:5]=[CH:4][CH:3]=1.[CH2:23]([O:30][C:31]1[CH:32]=[CH:33][CH:34]=[C:35]2[C:40]=1[N:39]=[C:38]([C:41]([OH:43])=[O:42])[C:37]([Br:44])=[C:36]2[OH:45])[C:24]1[CH:29]=[CH:28][CH:27]=[CH:26][CH:25]=1.[H-].[Na+].[CH2:48](Br)[C:49]1[CH:54]=[CH:53][CH:52]=[CH:51][CH:50]=1. No catalyst specified. The product is [CH2:48]([O:42][C:41]([C:38]1[C:37]([Br:44])=[C:36]([O:45][CH2:1][C:2]2[CH:7]=[CH:6][CH:5]=[CH:4][CH:3]=2)[C:35]2[C:40](=[C:31]([O:30][CH2:23][C:24]3[CH:29]=[CH:28][CH:27]=[CH:26][CH:25]=3)[CH:32]=[CH:33][CH:34]=2)[N:39]=1)=[O:43])[C:49]1[CH:54]=[CH:53][CH:52]=[CH:51][CH:50]=1. The yield is 0.990. (4) The reactants are [Br:1][C:2]1[CH:3]=[C:4]([C:9]2[CH:21]=[CH:20][C:12]3[NH:13][C:14](=[O:19])[O:15][C:16]([CH3:18])([CH3:17])[C:11]=3[CH:10]=2)[CH:5]=[C:6]([F:8])[CH:7]=1.[H-].[Na+].I[CH3:25].[Cl-].[NH4+]. The catalyst is CN(C=O)C. The product is [Br:1][C:2]1[CH:3]=[C:4]([C:9]2[CH:21]=[CH:20][C:12]3[N:13]([CH3:25])[C:14](=[O:19])[O:15][C:16]([CH3:17])([CH3:18])[C:11]=3[CH:10]=2)[CH:5]=[C:6]([F:8])[CH:7]=1. The yield is 0.870. (5) The reactants are [Cl:1][C:2]1[CH:7]=[CH:6][CH:5]=[CH:4][C:3]=1[C:8]1[C:9]2[C:13]([CH:14]=[CH:15][CH:16]=1)=[N:12][N:11]1[C:17]([CH:22]3[CH2:27][CH2:26][N:25](C(OC(C)(C)C)=O)[CH2:24][CH2:23]3)=[CH:18][C:19](=[O:21])[NH:20][C:10]=21.Cl. The product is [ClH:1].[Cl:1][C:2]1[CH:7]=[CH:6][CH:5]=[CH:4][C:3]=1[C:8]1[C:9]2[C:13]([CH:14]=[CH:15][CH:16]=1)=[N:12][N:11]1[C:17]([CH:22]3[CH2:27][CH2:26][NH:25][CH2:24][CH2:23]3)=[CH:18][C:19](=[O:21])[NH:20][C:10]=21. The yield is 0.780. The catalyst is O1CCOCC1. (6) The reactants are [I:1][C:2]1[C:3]([OH:11])=[N:4][CH:5]=[C:6]([N+:8]([O-:10])=[O:9])[CH:7]=1.[C:12]1([CH3:18])[CH:17]=[CH:16][CH:15]=[CH:14][CH:13]=1. The catalyst is BrCC1C=CC=CC=1. The product is [CH2:18]([O:11][C:3]1[C:2]([I:1])=[CH:7][C:6]([N+:8]([O-:10])=[O:9])=[CH:5][N:4]=1)[C:12]1[CH:17]=[CH:16][CH:15]=[CH:14][CH:13]=1. The yield is 0.900. (7) The reactants are [OH-].[Na+].C[O:4][C:5](=[O:23])[CH2:6][CH2:7][CH2:8][CH2:9][CH2:10][CH2:11][C:12]1[O:13][CH:14]=[C:15]([C:17]2[CH:22]=[CH:21][CH:20]=[CH:19][CH:18]=2)[N:16]=1.Cl. The catalyst is O.CO. The product is [C:17]1([C:15]2[N:16]=[C:12]([CH2:11][CH2:10][CH2:9][CH2:8][CH2:7][CH2:6][C:5]([OH:23])=[O:4])[O:13][CH:14]=2)[CH:18]=[CH:19][CH:20]=[CH:21][CH:22]=1. The yield is 0.910.